Dataset: CYP2D6 inhibition data for predicting drug metabolism from PubChem BioAssay. Task: Regression/Classification. Given a drug SMILES string, predict its absorption, distribution, metabolism, or excretion properties. Task type varies by dataset: regression for continuous measurements (e.g., permeability, clearance, half-life) or binary classification for categorical outcomes (e.g., BBB penetration, CYP inhibition). Dataset: cyp2d6_veith. (1) The drug is CCCNC(=O)N1CCC(C(=O)c2cccc(F)c2)CC1. The result is 0 (non-inhibitor). (2) The molecule is COc1ccc(OC)c(N2CC(O)=C(c3nc4ccccc4s3)C2=N)c1. The result is 1 (inhibitor). (3) The molecule is CC1(C)OC(=O)N(Cc2ccco2)C1(C)O. The result is 0 (non-inhibitor). (4) The result is 1 (inhibitor). The molecule is Cl.N=c1sccn1CC(=O)Nc1cccc(Oc2ccccc2)c1. (5) The molecule is O=C(O)c1cccnc1SCC(=O)N1CCCCCC1. The result is 0 (non-inhibitor). (6) The compound is CN(C)CCCNc1ncnc2nc[nH]c12. The result is 0 (non-inhibitor). (7) The drug is CCOC(=O)Cc1csc(NC(=S)NC(=O)c2ccc(Cl)cc2)n1. The result is 0 (non-inhibitor). (8) The compound is Cn1cc(C2=C(c3ccc(Cl)cc3Cl)C(=O)NC2=O)c2ccccc21. The result is 0 (non-inhibitor). (9) The compound is C[C@@H](c1ccccc1)N1C(=O)[C@H]2CC[C@@H]3/C(=N\OCc4ccccc4)C[C@@H](O)[C@@H](O)[C@@H]3[C@@H]2C1=O. The result is 0 (non-inhibitor). (10) The molecule is CCCCOC(=O)Nc1ccccc1C(=O)OC. The result is 0 (non-inhibitor).